From a dataset of Reaction yield outcomes from USPTO patents with 853,638 reactions. Predict the reaction yield, written as a fraction of the theoretical maximum amount of product (1.0 means a 100% yield; for example, 0.34 means a 34% yield). (1) The reactants are [NH:1]1[CH2:4][CH:3]([N:5]([CH2:12]C)[C:6]2[N:11]=[CH:10][CH:9]=[CH:8][N:7]=2)[CH2:2]1.[F:14][C:15]1[CH:23]=[CH:22][C:21]([CH:24]=[O:25])=[CH:20][C:16]=1[C:17](O)=[O:18].F[P-](F)(F)(F)(F)F.N1(OC(N(C)C)=[N+](C)C)C2C=CC=CC=2N=N1.C(N(CC)C(C)C)(C)C. No catalyst specified. The product is [F:14][C:15]1[CH:23]=[CH:22][C:21]([CH:24]=[O:25])=[CH:20][C:16]=1[C:17]([N:1]1[CH2:2][CH:3]([N:5]([CH3:12])[C:6]2[N:7]=[CH:8][CH:9]=[CH:10][N:11]=2)[CH2:4]1)=[O:18]. The yield is 0.530. (2) The catalyst is ClCCl. The product is [CH:8]1[C:16]2[C:15]3[CH:17]=[CH:18][CH:19]=[CH:20][C:14]=3[O:13][C:12]=2[C:11]([C:21]2[CH:22]=[CH:23][C:24]([C:25]3[CH:26]=[CH:27][C:28]([S:31]([N:34]4[CH2:39][CH2:38][NH:37][CH:36]([C:47]([OH:49])=[O:48])[CH2:35]4)(=[O:33])=[O:32])=[CH:29][CH:30]=3)=[CH:50][CH:51]=2)=[CH:10][CH:9]=1. The reactants are FC(F)(F)C(O)=O.[CH:8]1[C:16]2[C:15]3[CH:17]=[CH:18][CH:19]=[CH:20][C:14]=3[O:13][C:12]=2[C:11]([C:21]2[CH:51]=[CH:50][C:24]([C:25]3[CH:30]=[CH:29][C:28]([S:31]([N:34]4[CH2:39][CH2:38][N:37](C(OC(C)(C)C)=O)[CH:36]([C:47]([O-:49])=[O:48])[CH2:35]4)(=[O:33])=[O:32])=[CH:27][CH:26]=3)=[CH:23][CH:22]=2)=[CH:10][CH:9]=1. The yield is 1.00. (3) The reactants are F[C:2]1C(N)=NC(N)=NC=1.[OH:10][C:11]1[CH:19]=[CH:18][C:17]([N+:20]([O-:22])=[O:21])=[CH:16][C:12]=1[C:13]([OH:15])=[O:14].C(=O)([O-])[O-].[K+].[K+].IC. No catalyst specified. The product is [OH:10][C:11]1[CH:19]=[CH:18][C:17]([N+:20]([O-:22])=[O:21])=[CH:16][C:12]=1[C:13]([O:15][CH3:2])=[O:14]. The yield is 0.770.